From a dataset of Full USPTO retrosynthesis dataset with 1.9M reactions from patents (1976-2016). Predict the reactants needed to synthesize the given product. (1) Given the product [Cl:1][C:2]1[C:3]([NH:11][CH2:23][CH:20]2[CH2:22][CH2:21]2)=[C:4]2[CH:10]=[CH:9][NH:8][C:5]2=[N:6][CH:7]=1, predict the reactants needed to synthesize it. The reactants are: [Cl:1][C:2]1[C:3]([NH2:11])=[C:4]2[CH:10]=[CH:9][NH:8][C:5]2=[N:6][CH:7]=1.C(O)(=O)C.C([BH3-])#N.[Na+].[CH:20]1([CH:23]=O)[CH2:22][CH2:21]1. (2) Given the product [OH:1][C:2]1[CH2:6][O:5][C:4](=[O:7])[C:3]=1[CH:8]([C:9]1[CH:14]=[CH:13][CH:12]=[CH:11][CH:10]=1)[C:17]1[NH:16][C:24]2[C:19]([C:18]=1[CH2:25][CH2:26][NH:27][C:28](=[O:30])[CH3:29])=[CH:20][CH:21]=[CH:22][CH:23]=2, predict the reactants needed to synthesize it. The reactants are: [OH:1][C:2]1[CH2:6][O:5][C:4](=[O:7])[CH:3]=1.[CH:8](=O)[C:9]1[CH:14]=[CH:13][CH:12]=[CH:11][CH:10]=1.[NH:16]1[C:24]2[C:19](=[CH:20][CH:21]=[CH:22][CH:23]=2)[C:18]([CH2:25][CH2:26][NH:27][C:28](=[O:30])[CH3:29])=[CH:17]1.